From a dataset of NCI-60 drug combinations with 297,098 pairs across 59 cell lines. Regression. Given two drug SMILES strings and cell line genomic features, predict the synergy score measuring deviation from expected non-interaction effect. (1) Cell line: BT-549. Drug 2: C1=NC2=C(N1)C(=S)N=C(N2)N. Drug 1: C1CCC(C1)C(CC#N)N2C=C(C=N2)C3=C4C=CNC4=NC=N3. Synergy scores: CSS=16.4, Synergy_ZIP=-5.94, Synergy_Bliss=0.497, Synergy_Loewe=-14.8, Synergy_HSA=-2.23. (2) Drug 1: C1=CC(=CC=C1CCCC(=O)O)N(CCCl)CCCl. Drug 2: B(C(CC(C)C)NC(=O)C(CC1=CC=CC=C1)NC(=O)C2=NC=CN=C2)(O)O. Cell line: SNB-19. Synergy scores: CSS=22.7, Synergy_ZIP=-8.77, Synergy_Bliss=-0.267, Synergy_Loewe=0.209, Synergy_HSA=0.0455. (3) Drug 1: CC1=C2C(C(=O)C3(C(CC4C(C3C(C(C2(C)C)(CC1OC(=O)C(C(C5=CC=CC=C5)NC(=O)C6=CC=CC=C6)O)O)OC(=O)C7=CC=CC=C7)(CO4)OC(=O)C)O)C)OC(=O)C. Drug 2: C1CN(CCN1C(=O)CCBr)C(=O)CCBr. Cell line: OVCAR3. Synergy scores: CSS=29.0, Synergy_ZIP=-11.5, Synergy_Bliss=-14.0, Synergy_Loewe=-44.2, Synergy_HSA=-14.0. (4) Drug 2: CCCCCOC(=O)NC1=NC(=O)N(C=C1F)C2C(C(C(O2)C)O)O. Drug 1: C1CCN(CC1)CCOC2=CC=C(C=C2)C(=O)C3=C(SC4=C3C=CC(=C4)O)C5=CC=C(C=C5)O. Cell line: SF-295. Synergy scores: CSS=1.28, Synergy_ZIP=-1.08, Synergy_Bliss=-1.20, Synergy_Loewe=-0.636, Synergy_HSA=-1.01. (5) Drug 1: COC1=CC(=CC(=C1O)OC)C2C3C(COC3=O)C(C4=CC5=C(C=C24)OCO5)OC6C(C(C7C(O6)COC(O7)C8=CC=CS8)O)O. Drug 2: CCC(=C(C1=CC=CC=C1)C2=CC=C(C=C2)OCCN(C)C)C3=CC=CC=C3.C(C(=O)O)C(CC(=O)O)(C(=O)O)O. Cell line: CAKI-1. Synergy scores: CSS=50.2, Synergy_ZIP=0.490, Synergy_Bliss=1.17, Synergy_Loewe=1.24, Synergy_HSA=4.95. (6) Drug 1: C1=CC(=CC=C1CCC2=CNC3=C2C(=O)NC(=N3)N)C(=O)NC(CCC(=O)O)C(=O)O. Drug 2: C1=CN(C=N1)CC(O)(P(=O)(O)O)P(=O)(O)O. Cell line: CAKI-1. Synergy scores: CSS=18.1, Synergy_ZIP=-1.17, Synergy_Bliss=0.0271, Synergy_Loewe=0.420, Synergy_HSA=3.15. (7) Drug 1: C1CCN(CC1)CCOC2=CC=C(C=C2)C(=O)C3=C(SC4=C3C=CC(=C4)O)C5=CC=C(C=C5)O. Synergy scores: CSS=1.59, Synergy_ZIP=5.01, Synergy_Bliss=6.06, Synergy_Loewe=4.88, Synergy_HSA=3.33. Drug 2: CCC(=C(C1=CC=CC=C1)C2=CC=C(C=C2)OCCN(C)C)C3=CC=CC=C3.C(C(=O)O)C(CC(=O)O)(C(=O)O)O. Cell line: NCI-H322M. (8) Drug 1: CCC1(CC2CC(C3=C(CCN(C2)C1)C4=CC=CC=C4N3)(C5=C(C=C6C(=C5)C78CCN9C7C(C=CC9)(C(C(C8N6C)(C(=O)OC)O)OC(=O)C)CC)OC)C(=O)OC)O.OS(=O)(=O)O. Drug 2: C(CCl)NC(=O)N(CCCl)N=O. Cell line: BT-549. Synergy scores: CSS=3.73, Synergy_ZIP=-2.32, Synergy_Bliss=2.25, Synergy_Loewe=-2.90, Synergy_HSA=-0.0547. (9) Drug 1: CCC1(CC2CC(C3=C(CCN(C2)C1)C4=CC=CC=C4N3)(C5=C(C=C6C(=C5)C78CCN9C7C(C=CC9)(C(C(C8N6C)(C(=O)OC)O)OC(=O)C)CC)OC)C(=O)OC)O.OS(=O)(=O)O. Drug 2: CC(C)NC(=O)C1=CC=C(C=C1)CNNC.Cl. Cell line: MDA-MB-231. Synergy scores: CSS=1.05, Synergy_ZIP=-0.596, Synergy_Bliss=-1.89, Synergy_Loewe=-0.330, Synergy_HSA=-1.58.